Dataset: Catalyst prediction with 721,799 reactions and 888 catalyst types from USPTO. Task: Predict which catalyst facilitates the given reaction. (1) Reactant: [Cl:1][C:2]1[CH:7]=[CH:6][C:5]([N:8]2[CH2:13][CH2:12][N:11]([CH2:14][CH2:15][CH2:16][C:17]([N:19]3[CH2:26][CH2:25][C:22]4([CH2:24][CH2:23]4)[C@H:21]([OH:27])[CH2:20]3)=[O:18])[C:10](=[O:28])[C@@H:9]2[CH3:29])=[CH:4][C:3]=1[O:30][C:31]([F:34])([F:33])[F:32].CCO. Product: [Cl:1][C:2]1[CH:7]=[CH:6][C:5]([N:8]2[CH2:13][CH2:12][N:11]([CH2:14][CH2:15][CH2:16][C:17]([N:19]3[CH2:26][CH2:25][C:22]4([CH2:24][CH2:23]4)[C@H:21]([OH:27])[CH2:20]3)=[O:18])[C:10](=[O:28])[C@H:9]2[CH3:29])=[CH:4][C:3]=1[O:30][C:31]([F:32])([F:33])[F:34]. The catalyst class is: 194. (2) Reactant: [CH2:1]([O:3][C:4](=[O:22])[CH2:5][C:6]1[N:7]=[C:8](Cl)[C:9]2[C:14]([C:15]3[CH:20]=[CH:19][CH:18]=[CH:17][CH:16]=3)=[CH:13][S:12][C:10]=2[N:11]=1)[CH3:2].[NH2:23][CH2:24][C:25]1[CH:30]=[CH:29][CH:28]=[CH:27][N:26]=1.C(N(CC)CC)C.C(O)C. Product: [CH2:1]([O:3][C:4](=[O:22])[CH2:5][C:6]1[N:7]=[C:8]([NH:23][CH2:24][C:25]2[CH:30]=[CH:29][CH:28]=[CH:27][N:26]=2)[C:9]2[C:14]([C:15]3[CH:20]=[CH:19][CH:18]=[CH:17][CH:16]=3)=[CH:13][S:12][C:10]=2[N:11]=1)[CH3:2]. The catalyst class is: 6. (3) Reactant: [Cl:1][C:2]1[CH:3]=[C:4]([C:10]2[CH:15]=[CH:14][C:13]([OH:16])=[CH:12][C:11]=2[CH3:17])[CH:5]=[CH:6][C:7]=1[CH:8]=O.Cl.[NH2:19][OH:20]. Product: [Cl:1][C:2]1[CH:3]=[C:4]([C:10]2[CH:15]=[CH:14][C:13]([OH:16])=[CH:12][C:11]=2[CH3:17])[CH:5]=[CH:6][C:7]=1[CH:8]=[N:19][OH:20]. The catalyst class is: 83. (4) Reactant: [Br:1][C:2]1[CH:14]=[C:13]2[C:5]([C:6]3[CH:7]=[CH:8][C:9]([NH2:15])=[CH:10][C:11]=3[CH2:12]2)=[CH:4][CH:3]=1.I[CH2:17][CH3:18].[CH3:19][C:20](C)([O-])C.[K+]. Product: [Br:1][C:2]1[CH:14]=[C:13]2[C:5]([C:6]3[CH:7]=[CH:8][C:9]([NH2:15])=[CH:10][C:11]=3[C:12]2([CH2:17][CH3:18])[CH2:19][CH3:20])=[CH:4][CH:3]=1. The catalyst class is: 7. (5) Reactant: Cl.[CH3:2][O:3][C:4](=[O:43])[CH2:5][C@H:6]1[C:10]2[CH:11]=[CH:12][C:13]([O:15][C@H:16]3[C:24]4[C:19](=[C:20]([CH2:29][N:30]5[CH2:35][CH2:34][N:33](C(OC(C)(C)C)=O)[CH2:32][CH2:31]5)[C:21]([C:25]([F:28])([F:27])[F:26])=[CH:22][CH:23]=4)[CH2:18][CH2:17]3)=[CH:14][C:9]=2[O:8][CH2:7]1.C([O-])([O-])=O.[K+].[K+]. Product: [CH3:2][O:3][C:4](=[O:43])[CH2:5][C@H:6]1[C:10]2[CH:11]=[CH:12][C:13]([O:15][C@H:16]3[C:24]4[C:19](=[C:20]([CH2:29][N:30]5[CH2:31][CH2:32][NH:33][CH2:34][CH2:35]5)[C:21]([C:25]([F:26])([F:27])[F:28])=[CH:22][CH:23]=4)[CH2:18][CH2:17]3)=[CH:14][C:9]=2[O:8][CH2:7]1. The catalyst class is: 346. (6) Reactant: [CH2:1]([N:8]1[CH2:12][CH:11]([CH3:13])[CH:10]([C:14]2[NH:19][C:18](=[O:20])[C:17]3=[CH:21][N:22]=[C:23](I)[N:16]3[N:15]=2)[CH2:9]1)[C:2]1[CH:7]=[CH:6][CH:5]=[CH:4][CH:3]=1.CC1(C)C(C)(C)OB([C:33]2[CH2:34][CH2:35][O:36][CH2:37][CH:38]=2)O1.P([O-])([O-])([O-])=O.[K+].[K+].[K+].N#N.CC1(C)C2C(=C(P(C3C=CC=CC=3)C3C=CC=CC=3)C=CC=2)OC2C(P(C3C=CC=CC=3)C3C=CC=CC=3)=CC=CC1=2. Product: [CH2:1]([N:8]1[CH2:12][CH:11]([CH3:13])[CH:10]([C:14]2[NH:19][C:18](=[O:20])[C:17]3=[CH:21][N:22]=[C:23]([C:33]4[CH2:38][CH2:37][O:36][CH2:35][CH:34]=4)[N:16]3[N:15]=2)[CH2:9]1)[C:2]1[CH:7]=[CH:6][CH:5]=[CH:4][CH:3]=1. The catalyst class is: 151. (7) Reactant: [O:1]=[C:2]1[N:6]([CH2:7][C:8]([O:10][C:11]([CH3:14])([CH3:13])[CH3:12])=[O:9])[C:5]2[CH:15]=[CH:16][CH:17]=[CH:18][C:4]=2[NH:3]1.[H-].[Na+].[Cl:21][C:22]1[CH:27]=[C:26](Cl)[N:25]=[CH:24][N:23]=1. Product: [C:11]([O:10][C:8](=[O:9])[CH2:7][N:6]1[C:5]2[CH:15]=[CH:16][CH:17]=[CH:18][C:4]=2[N:3]([C:26]2[CH:27]=[C:22]([Cl:21])[N:23]=[CH:24][N:25]=2)[C:2]1=[O:1])([CH3:14])([CH3:13])[CH3:12]. The catalyst class is: 3.